Task: Predict the reactants needed to synthesize the given product.. Dataset: Full USPTO retrosynthesis dataset with 1.9M reactions from patents (1976-2016) (1) Given the product [O:24]=[C:17]1[C:16]2[C:21](=[CH:22][CH:23]=[C:14]([C:4]3[CH:12]=[CH:11][C:7]([C:8]([OH:10])=[O:9])=[CH:6][CH:5]=3)[CH:15]=2)[O:20][CH:19]=[CH:18]1, predict the reactants needed to synthesize it. The reactants are: B([C:4]1[CH:12]=[CH:11][C:7]([C:8]([OH:10])=[O:9])=[CH:6][CH:5]=1)(O)O.Br[C:14]1[CH:15]=[C:16]2[C:21](=[CH:22][CH:23]=1)[O:20][CH:19]=[CH:18][C:17]2=[O:24]. (2) Given the product [Br:1][C:2]1[C:3]([CH3:10])=[C:4]([CH2:8][NH:16][S:13]([CH2:11][CH3:12])(=[O:15])=[O:14])[CH:5]=[N:6][CH:7]=1, predict the reactants needed to synthesize it. The reactants are: [Br:1][C:2]1[C:3]([CH3:10])=[C:4]([CH:8]=O)[CH:5]=[N:6][CH:7]=1.[CH2:11]([S:13]([NH2:16])(=[O:15])=[O:14])[CH3:12].[BH4-].[Na+]. (3) Given the product [CH3:23][C:24]1[CH:28]=[C:27]([CH3:29])[N:26]([CH2:30][C:31]([N:3]2[C:11]3[C:6](=[CH:7][C:8]([C:12]4[C:20]5[C:19]([NH2:21])=[N:18][CH:17]=[N:16][C:15]=5[N:14]([CH3:22])[CH:13]=4)=[CH:9][CH:10]=3)[CH2:5][CH2:4]2)=[O:32])[N:25]=1, predict the reactants needed to synthesize it. The reactants are: Cl.Cl.[NH:3]1[C:11]2[C:6](=[CH:7][C:8]([C:12]3[C:20]4[C:19]([NH2:21])=[N:18][CH:17]=[N:16][C:15]=4[N:14]([CH3:22])[CH:13]=3)=[CH:9][CH:10]=2)[CH2:5][CH2:4]1.[CH3:23][C:24]1[CH:28]=[C:27]([CH3:29])[N:26]([CH2:30][C:31](O)=[O:32])[N:25]=1.CCN(C(C)C)C(C)C.C(P1(=O)OP(CCC)(=O)OP(CCC)(=O)O1)CC.C(OC(=O)C)C. (4) Given the product [Cl:18][C:4]1[CH:3]=[CH:2][N:7]=[CH:6][C:5]=1[C:8]1[N:9]=[C:10]([CH2:13][CH2:14][CH2:15][CH2:16][NH2:17])[NH:11][CH:12]=1, predict the reactants needed to synthesize it. The reactants are: Cl[C:2]1[N:7]=[CH:6][C:5]([C:8]2[N:9]=[C:10]([CH2:13][CH2:14][CH2:15][CH2:16][NH2:17])[NH:11][CH:12]=2)=[CH:4][CH:3]=1.[Cl:18]C1C=CN=CC=1C1N=CN(CN2C(=O)C3C(=CC=CC=3)C2=O)C=1.NN. (5) Given the product [CH2:24]([C:21]1[N:20]=[C:2]2[C:11]([NH2:15])=[N:10][C:9]3[C:4](=[CH:5][CH:6]=[CH:7][CH:8]=3)[N:3]2[CH:22]=1)[CH:25]([CH3:27])[CH3:26], predict the reactants needed to synthesize it. The reactants are: Cl[C:2]1[C:11](Cl)=[N:10][C:9]2[C:4](=[CH:5][CH:6]=[CH:7][CH:8]=2)[N:3]=1.C([N:15](CC)CC)C.[NH2:20][CH:21]([CH2:24][CH:25]([CH3:27])[CH3:26])[CH2:22]O. (6) Given the product [N:1]1([CH2:7][C:8]2[CH:9]=[CH:10][C:11]([C:14]3[CH:15]=[CH:16][C:17]([CH2:20][CH2:21][C:22]([C:24]4[O:25][C:26]([C:29]5[N:34]=[C:33]([C:35]([OH:37])=[O:36])[CH:32]=[CH:31][CH:30]=5)=[CH:27][N:28]=4)=[O:23])=[CH:18][CH:19]=3)=[CH:12][CH:13]=2)[CH2:2][CH2:3][CH2:4][CH2:5][CH2:6]1, predict the reactants needed to synthesize it. The reactants are: [N:1]1([CH2:7][C:8]2[CH:13]=[CH:12][C:11]([C:14]3[CH:19]=[CH:18][C:17]([CH2:20][CH2:21][C:22]([C:24]4[O:25][C:26]([C:29]5[N:34]=[C:33]([C:35]([O:37]C)=[O:36])[CH:32]=[CH:31][CH:30]=5)=[CH:27][N:28]=4)=[O:23])=[CH:16][CH:15]=3)=[CH:10][CH:9]=2)[CH2:6][CH2:5][CH2:4][CH2:3][CH2:2]1.[Li+].[OH-].Cl. (7) Given the product [C:1]([NH:4][C:5]1[CH:6]=[C:7]([CH:11]=[C:12]([Br:14])[CH:13]=1)[C:8]([NH:40][C:41]1[CH:46]=[CH:45][CH:44]=[CH:43][C:42]=1[CH2:47][C:48]([O:50][CH3:51])=[O:49])=[O:10])(=[O:3])[CH3:2], predict the reactants needed to synthesize it. The reactants are: [C:1]([NH:4][C:5]1[CH:6]=[C:7]([CH:11]=[C:12]([Br:14])[CH:13]=1)[C:8]([OH:10])=O)(=[O:3])[CH3:2].CN(C(ON1N=NC2C=CC=NC1=2)=[N+](C)C)C.F[P-](F)(F)(F)(F)F.Cl.[NH2:40][C:41]1[CH:46]=[CH:45][CH:44]=[CH:43][C:42]=1[CH2:47][C:48]([O:50][CH3:51])=[O:49]. (8) Given the product [O:42]1[CH:46]=[CH:45][CH:44]=[C:43]1[C:47]([N:22]1[CH2:21][CH2:20][C:19]([CH2:18][CH2:17][N:16]2[C@H:14]3[CH2:13][CH2:12][C@@H:11]2[CH2:10][CH:9]([N:8]2[C:7]4[CH:31]=[CH:32][CH:33]=[CH:34][C:6]=4[N:5]=[C:4]2[CH3:3])[CH2:15]3)([C:25]2[CH:30]=[CH:29][CH:28]=[CH:27][CH:26]=2)[CH2:24][CH2:23]1)=[O:48], predict the reactants needed to synthesize it. The reactants are: Cl.Cl.[CH3:3][C:4]1[N:8]([CH:9]2[CH2:15][CH:14]3[N:16]([CH2:17][CH2:18][C:19]4([C:25]5[CH:30]=[CH:29][CH:28]=[CH:27][CH:26]=5)[CH2:24][CH2:23][NH:22][CH2:21][CH2:20]4)[CH:11]([CH2:12][CH2:13]3)[CH2:10]2)[C:7]2[CH:31]=[CH:32][CH:33]=[CH:34][C:6]=2[N:5]=1.C(N(CC)CC)C.[O:42]1[CH:46]=[CH:45][CH:44]=[C:43]1[C:47](Cl)=[O:48]. (9) Given the product [Br:1][C:2]1[CH:7]=[CH:6][C:5]([C:8]2[CH2:9][C:10]([C:15]3[CH:20]=[C:19]([Cl:21])[CH:18]=[C:17]([Cl:22])[CH:16]=3)([C:11]([F:14])([F:13])[F:12])[O:27][N:26]=2)=[C:4]([CH3:24])[CH:3]=1, predict the reactants needed to synthesize it. The reactants are: [Br:1][C:2]1[CH:7]=[CH:6][C:5]([C:8](=O)[CH:9]=[C:10]([C:15]2[CH:20]=[C:19]([Cl:21])[CH:18]=[C:17]([Cl:22])[CH:16]=2)[C:11]([F:14])([F:13])[F:12])=[C:4]([CH3:24])[CH:3]=1.Cl.[NH2:26][OH:27]. (10) Given the product [Br:1][C:2]1[CH:3]=[C:4]([CH2:28][CH2:29][C:30]([OH:32])=[O:31])[CH:5]=[C:6]([Br:27])[C:7]=1[O:8][C:9]1[CH:14]=[C:13]([CH2:15][CH2:16][C:17]2[CH:22]=[CH:21][CH:20]=[CH:19][CH:18]=2)[C:12]([OH:23])=[C:11]([CH:24]([CH3:26])[CH3:25])[CH:10]=1, predict the reactants needed to synthesize it. The reactants are: [Br:1][C:2]1[CH:3]=[C:4]([CH2:28][CH2:29][C:30]([O:32]C)=[O:31])[CH:5]=[C:6]([Br:27])[C:7]=1[O:8][C:9]1[CH:14]=[C:13]([CH2:15][CH2:16][C:17]2[CH:22]=[CH:21][CH:20]=[CH:19][CH:18]=2)[C:12]([OH:23])=[C:11]([CH:24]([CH3:26])[CH3:25])[CH:10]=1.